From a dataset of Forward reaction prediction with 1.9M reactions from USPTO patents (1976-2016). Predict the product of the given reaction. (1) Given the reactants [C:1]([N:8]1[CH2:13][CH2:12][CH:11]([OH:14])[CH2:10][CH2:9]1)([O:3][C:4]([CH3:7])([CH3:6])[CH3:5])=[O:2].[CH3:15][S:16](Cl)(=[O:18])=[O:17], predict the reaction product. The product is: [C:4]([O:3][C:1]([N:8]1[CH2:13][CH2:12][CH:11]([O:14][S:16]([CH3:15])(=[O:18])=[O:17])[CH2:10][CH2:9]1)=[O:2])([CH3:7])([CH3:6])[CH3:5]. (2) Given the reactants [C:1]([SiH2:5][O:6][C:7]([CH3:18])([CH3:17])[C:8]1[CH2:9][CH:10]([CH2:14][CH:15]=O)[CH2:11][CH2:12][CH:13]=1)([CH3:4])([CH3:3])[CH3:2].S([CH2:29][N+:30]#[C-:31])(C1C=CC(C)=CC=1)(=O)=O.[C-]#[N:33].[Na+], predict the reaction product. The product is: [C:1]([SiH2:5][O:6][C:7]([CH3:18])([CH3:17])[C:8]1[CH2:9][CH:10]([CH2:14][C:15]2[N:33]=[CH:29][NH:30][CH:31]=2)[CH2:11][CH2:12][CH:13]=1)([CH3:4])([CH3:3])[CH3:2].